From a dataset of CYP2C9 inhibition data for predicting drug metabolism from PubChem BioAssay. Regression/Classification. Given a drug SMILES string, predict its absorption, distribution, metabolism, or excretion properties. Task type varies by dataset: regression for continuous measurements (e.g., permeability, clearance, half-life) or binary classification for categorical outcomes (e.g., BBB penetration, CYP inhibition). Dataset: cyp2c9_veith. (1) The molecule is Cc1cc(Cc2c(C)c(C)c(Cc3cc(C)cc(C(C)(C)C)c3O)c(C)c2C)c(O)c(C(C)(C)C)c1. The result is 0 (non-inhibitor). (2) The compound is COc1ccc(NC(=O)N2CC3(CCN(C(=O)Oc4ccccc4)CC3)C2)cc1. The result is 0 (non-inhibitor). (3) The drug is COc1ncc2nc(C)c(=O)n(-c3ccccc3)c2n1. The result is 0 (non-inhibitor). (4) The molecule is CSc1nc2c(c(C(F)(F)F)n1)CC(C)CC2. The result is 0 (non-inhibitor). (5) The compound is Brc1ccc2ncnc(Nc3cccc4ccccc34)c2c1. The result is 1 (inhibitor). (6) The compound is COc1ncc2nc(-c3cc(F)cc(F)c3)c(=O)n(CCc3ccccc3)c2n1. The result is 1 (inhibitor).